Dataset: Catalyst prediction with 721,799 reactions and 888 catalyst types from USPTO. Task: Predict which catalyst facilitates the given reaction. (1) Reactant: [CH3:1][C:2]([CH3:7])([CH3:6])[CH2:3][CH:4]=[O:5].[CH:8]([Mg]Br)=[CH2:9].[Cl-].[NH4+]. Product: [CH3:1][C:2]([CH3:7])([CH3:6])[CH2:3][CH:4]([OH:5])[CH:8]=[CH2:9]. The catalyst class is: 30. (2) Reactant: C(O)(=O)C.[C:5]([CH:8]1[CH2:13][CH2:12][N:11]([C:14]([O:16][C:17]([CH3:20])([CH3:19])[CH3:18])=[O:15])[CH2:10][CH:9]1[OH:21])(=[NH:7])[NH2:6].C[O-].[Na+].[CH2:25]([O:32][C:33](=[CH:36]N(C)C)[CH:34]=O)[C:26]1[CH:31]=[CH:30][CH:29]=[CH:28][CH:27]=1. Product: [CH2:25]([O:32][C:33]1[CH:34]=[N:7][C:5]([CH:8]2[CH2:13][CH2:12][N:11]([C:14]([O:16][C:17]([CH3:18])([CH3:20])[CH3:19])=[O:15])[CH2:10][CH:9]2[OH:21])=[N:6][CH:36]=1)[C:26]1[CH:31]=[CH:30][CH:29]=[CH:28][CH:27]=1. The catalyst class is: 5. (3) The catalyst class is: 10. Reactant: CS(O[CH2:6][CH2:7][C:8]1[CH:13]=[CH:12][C:11]([C:14]2[CH:19]=[CH:18][CH:17]=[C:16]([N:20]3[C:25]4[N:26]=[CH:27][C:28]([F:30])=[CH:29][C:24]=4[C:23](=[O:31])[N:22]([C@H:32]4[CH2:37][CH2:36][C@@H:35]([NH:38][C:39]([C:41]5[N:42]=[C:43]6[CH:48]=[CH:47][C:46]([F:49])=[CH:45][N:44]6[CH:50]=5)=[O:40])[CH2:34][CH2:33]4)[C:21]3=[O:51])[CH:15]=2)=[CH:10][CH:9]=1)(=O)=O.[CH3:52][N:53]1[CH2:58][CH2:57][NH:56][CH2:55][CH2:54]1.C(=O)([O-])[O-].[K+].[K+].O. Product: [F:49][C:46]1[CH:47]=[CH:48][C:43]2[N:44]([CH:50]=[C:41]([C:39]([NH:38][C@H:35]3[CH2:36][CH2:37][C@@H:32]([N:22]4[C:23](=[O:31])[C:24]5[CH:29]=[C:28]([F:30])[CH:27]=[N:26][C:25]=5[N:20]([C:16]5[CH:15]=[C:14]([C:11]6[CH:12]=[CH:13][C:8]([CH2:7][CH2:6][N:56]7[CH2:57][CH2:58][N:53]([CH3:52])[CH2:54][CH2:55]7)=[CH:9][CH:10]=6)[CH:19]=[CH:18][CH:17]=5)[C:21]4=[O:51])[CH2:33][CH2:34]3)=[O:40])[N:42]=2)[CH:45]=1. (4) Reactant: [NH:1]1[C:5]2=[N:6][CH:7]=[C:8]([C:10]3[CH:11]=[C:12]([NH:16][C:17](=[O:23])[O:18][C:19]([CH3:22])([CH3:21])[CH3:20])[CH:13]=[CH:14][CH:15]=3)[CH:9]=[C:4]2[CH:3]=[CH:2]1.[I:24]N1C(=O)CCC1=O. Product: [I:24][C:3]1[C:4]2[C:5](=[N:6][CH:7]=[C:8]([C:10]3[CH:11]=[C:12]([NH:16][C:17](=[O:23])[O:18][C:19]([CH3:20])([CH3:22])[CH3:21])[CH:13]=[CH:14][CH:15]=3)[CH:9]=2)[NH:1][CH:2]=1. The catalyst class is: 4. (5) Reactant: [H-].[H-].[H-].[H-].[Li+].[Al+3].C(OC([N:14]1[CH2:19][CH2:18][CH:17]([CH2:20][C:21]([O:23][CH3:24])=O)[CH2:16][CH2:15]1)=O)(C)(C)C.O.[OH-].[Na+]. Product: [CH3:24][O:23][CH2:21][CH2:20][CH:17]1[CH2:18][CH2:19][NH:14][CH2:15][CH2:16]1. The catalyst class is: 116. (6) The catalyst class is: 201. Product: [CH3:1][C:2]1[CH:7]=[CH:6][C:5]([S:8]([O:11][CH2:12][C:13]2([CH3:25])[CH2:17][C:16]3[CH:18]=[C:19]([Cl:24])[CH:20]=[C:21]([OH:22])[C:15]=3[O:14]2)(=[O:9])=[O:10])=[CH:4][CH:3]=1. Reactant: [CH3:1][C:2]1[CH:7]=[CH:6][C:5]([S:8]([O:11][CH2:12][C:13]2([CH3:25])[CH2:17][C:16]3[CH:18]=[C:19]([Cl:24])[CH:20]=[C:21]([O:22]C)[C:15]=3[O:14]2)(=[O:10])=[O:9])=[CH:4][CH:3]=1.CC1C=CC(S(OCC2CC3C=CC=C(O)C=3O2)(=O)=O)=CC=1. (7) Reactant: [CH3:1][C@:2]12[C@@:19]3([CH3:20])[C@@H:10]([C@:11]4([CH3:24])[C@@H:16]([CH2:17][CH2:18]3)[C:15]([CH3:22])([CH3:21])[C@@H:14]([OH:23])[CH2:13][CH2:12]4)[CH2:9][CH2:8][C@@H:7]1[C@H:6]1[C@H:25]([C:28]([CH3:30])=[CH2:29])[CH2:26][CH2:27][C@:5]1([C:31]1[O:32][C:33]([C:36]3[CH:37]=[N:38][CH:39]=[CH:40][CH:41]=3)=[N:34][N:35]=1)[CH2:4][CH2:3]2.[CH3:42][O:43][C:44](=[O:54])[CH2:45][C@@H:46]1[C@H:48]([C:49](O)=[O:50])[C:47]1([CH3:53])[CH3:52].CCN(C(C)C)C(C)C.C1COCC1. Product: [CH3:42][O:43][C:44](=[O:54])[CH2:45][C@@H:46]1[C@H:48]([C:49]([O:23][C@H:14]2[CH2:13][CH2:12][C@@:11]3([CH3:24])[C@@H:16]([CH2:17][CH2:18][C@:19]4([CH3:20])[C@@H:10]3[CH2:9][CH2:8][C@H:7]3[C@@:2]4([CH3:1])[CH2:3][CH2:4][C@@:5]4([C:31]5[O:32][C:33]([C:36]6[CH:37]=[N:38][CH:39]=[CH:40][CH:41]=6)=[N:34][N:35]=5)[CH2:27][CH2:26][C@@H:25]([C:28]([CH3:30])=[CH2:29])[C@@H:6]43)[C:15]2([CH3:21])[CH3:22])=[O:50])[C:47]1([CH3:52])[CH3:53]. The catalyst class is: 119. (8) Product: [F:18][C:19]([F:29])([F:30])[C:20]1[CH:21]=[CH:22][C:23]([NH:26][C:27]([CH:12]2[C:11](=[O:16])[CH2:10][C:9]([CH3:17])([CH3:8])[O:14][C:13]2=[O:15])=[O:28])=[CH:24][CH:25]=1. Reactant: C(N(CC)CC)C.[CH3:8][C:9]1([CH3:17])[O:14][C:13](=[O:15])[CH2:12][C:11](=[O:16])[CH2:10]1.[F:18][C:19]([F:30])([F:29])[C:20]1[CH:25]=[CH:24][C:23]([N:26]=[C:27]=[O:28])=[CH:22][CH:21]=1. The catalyst class is: 3. (9) Reactant: [F:1][C:2]1[N:7]=[CH:6][C:5]([CH:8]=O)=[CH:4][CH:3]=1.[F:10][C:11]1[CH:12]=[C:13]([NH2:18])[C:14]([NH2:17])=[CH:15][CH:16]=1.S([O-])(O[O-])(=O)=O.[K+].[K+]. Product: [F:10][C:11]1[CH:16]=[CH:15][C:14]2[N:17]=[C:8]([C:5]3[CH:6]=[N:7][C:2]([F:1])=[CH:3][CH:4]=3)[NH:18][C:13]=2[CH:12]=1. The catalyst class is: 287. (10) Reactant: I[C:2]1[CH:7]=[CH:6][N:5]=[C:4]([S:8][CH3:9])[N:3]=1.[CH2:10]([Sn:14]([CH2:32][CH2:33][CH2:34][CH3:35])([CH2:28][CH2:29][CH2:30][CH3:31])[Sn:14]([CH2:28][CH2:29][CH2:30][CH3:31])([CH2:32][CH2:33][CH2:34][CH3:35])[CH2:10][CH2:11][CH2:12][CH3:13])[CH2:11][CH2:12][CH3:13].[F-].C([N+](CCCC)(CCCC)CCCC)CCC. Product: [CH3:9][S:8][C:4]1[N:3]=[C:2]([Sn:14]([CH2:28][CH2:29][CH2:30][CH3:31])([CH2:32][CH2:33][CH2:34][CH3:35])[CH2:10][CH2:11][CH2:12][CH3:13])[CH:7]=[CH:6][N:5]=1. The catalyst class is: 7.